The task is: Predict the reactants needed to synthesize the given product.. This data is from Full USPTO retrosynthesis dataset with 1.9M reactions from patents (1976-2016). (1) Given the product [Br:23][C:20]1[CH:21]=[CH:22][C:17]([NH:16][C:7]2[C:6]([C:4]([OH:5])=[O:3])=[C:14]3[N:10]([CH2:11][CH2:12][CH2:13]3)[C:9](=[O:15])[CH:8]=2)=[C:18]([F:24])[CH:19]=1, predict the reactants needed to synthesize it. The reactants are: C([O:3][C:4]([C:6]1[C:7]([NH:16][C:17]2[CH:22]=[CH:21][C:20]([Br:23])=[CH:19][C:18]=2[F:24])=[CH:8][C:9](=[O:15])[N:10]2[C:14]=1[CH2:13][CH2:12][CH2:11]2)=[O:5])C.C1COCC1.CO.[Li+].[OH-].Cl. (2) Given the product [Cl:31][C:2]1[C:11]2[CH2:10][C:9]([CH3:13])([CH3:12])[CH2:8][CH2:7][C:6]=2[N:5]=[C:4]([C@H:14]2[CH2:18][CH2:17][CH2:16][N:15]2[C:19]([O:21][CH2:22][C:23]2[CH:28]=[CH:27][CH:26]=[CH:25][CH:24]=2)=[O:20])[N:3]=1, predict the reactants needed to synthesize it. The reactants are: O[C:2]1[C:11]2[CH2:10][C:9]([CH3:13])([CH3:12])[CH2:8][CH2:7][C:6]=2[N:5]=[C:4]([C@H:14]2[CH2:18][CH2:17][CH2:16][N:15]2[C:19]([O:21][CH2:22][C:23]2[CH:28]=[CH:27][CH:26]=[CH:25][CH:24]=2)=[O:20])[N:3]=1.P(Cl)(Cl)([Cl:31])=O. (3) Given the product [OH:38][C@@H:35]([C@@H:7]1[C@H:5]2[O:6][C:2]([CH3:1])([CH3:39])[O:3][C@H:4]2[C@H:9]([N:10]2[C:14]3[N:15]=[C:16]([N:20]([C:28]([O:30][C:31]([CH3:32])([CH3:34])[CH3:33])=[O:29])[C:21]([O:23][C:24]([CH3:26])([CH3:25])[CH3:27])=[O:22])[N:17]=[C:18]([CH3:19])[C:13]=3[CH:12]=[CH:11]2)[O:8]1)[CH2:36][CH3:37], predict the reactants needed to synthesize it. The reactants are: [CH3:1][C:2]1([CH3:39])[O:6][C@@H:5]2[C@@H:7]([C:35](=[O:38])[CH2:36][CH3:37])[O:8][C@@H:9]([N:10]3[C:14]4[N:15]=[C:16]([N:20]([C:28]([O:30][C:31]([CH3:34])([CH3:33])[CH3:32])=[O:29])[C:21]([O:23][C:24]([CH3:27])([CH3:26])[CH3:25])=[O:22])[N:17]=[C:18]([CH3:19])[C:13]=4[CH:12]=[CH:11]3)[C@@H:4]2[O:3]1.C([O-])=O.[Na+]. (4) Given the product [CH3:33][C:25]1([CH3:34])[C:26]2[C:31]3=[C:30]([C:20]([C:18]4[C:17](=[O:16])[NH:14][C:12](=[O:13])[C:11]=4[C:6]4[C:5]5[C:9](=[CH:10][C:2]([F:1])=[CH:3][CH:4]=5)[NH:8][CH:7]=4)=[CH:21][N:22]3[CH2:23][CH2:24]1)[CH:29]=[C:28]([F:32])[CH:27]=2, predict the reactants needed to synthesize it. The reactants are: [F:1][C:2]1[CH:10]=[C:9]2[C:5]([C:6]([CH2:11][C:12]([NH2:14])=[O:13])=[CH:7][NH:8]2)=[CH:4][CH:3]=1.C[O:16][C:17](=O)[C:18]([C:20]1[C:30]2=[C:31]3[C:26](=[CH:27][C:28]([F:32])=[CH:29]2)[C:25]([CH3:34])([CH3:33])[CH2:24][CH2:23][N:22]3[CH:21]=1)=O. (5) Given the product [NH2:1][C:2]1[C:7]([C:8]#[N:9])=[C:6]([NH:10][C@H:11]([C:13]2[N:14]([CH2:37][C:36]3[CH:39]=[CH:40][C:33]([F:32])=[CH:34][CH:35]=3)[C:15]3[CH:21]=[CH:20][CH:19]=[C:18]([S:22]([CH3:25])(=[O:24])=[O:23])[C:16]=3[N:17]=2)[CH3:12])[N:5]=[CH:4][N:3]=1, predict the reactants needed to synthesize it. The reactants are: [NH2:1][C:2]1[C:7]([C:8]#[N:9])=[C:6]([NH:10][C@H:11]([C:13]2[NH:17][C:16]3[C:18]([S:22]([CH3:25])(=[O:24])=[O:23])=[CH:19][CH:20]=[CH:21][C:15]=3[N:14]=2)[CH3:12])[N:5]=[CH:4][N:3]=1.C(=O)([O-])[O-].[K+].[K+].[F:32][C:33]1[CH:40]=[CH:39][C:36]([CH2:37]Br)=[CH:35][CH:34]=1. (6) Given the product [Cl:1][C:2]1[CH:3]=[C:4]([NH:9][C:10]2[N:15]=[C:14]([N:16]3[CH:20]=[CH:19][C:18]([C:21]([F:22])([F:23])[F:24])=[N:17]3)[C:13]([C:25]3[CH:26]=[C:27]([C:39]([OH:41])=[O:40])[C:28]([O:31][CH2:32][CH2:33][N:34]4[CH:38]=[CH:37][N:36]=[CH:35]4)=[N:29][CH:30]=3)=[CH:12][N:11]=2)[CH:5]=[CH:6][C:7]=1[F:8], predict the reactants needed to synthesize it. The reactants are: [Cl:1][C:2]1[CH:3]=[C:4]([NH:9][C:10]2[N:15]=[C:14]([N:16]3[CH:20]=[CH:19][C:18]([C:21]([F:24])([F:23])[F:22])=[N:17]3)[C:13]([C:25]3[CH:26]=[C:27]([C:39]([O:41]C)=[O:40])[C:28]([O:31][CH2:32][CH2:33][N:34]4[CH:38]=[CH:37][N:36]=[CH:35]4)=[N:29][CH:30]=3)=[CH:12][N:11]=2)[CH:5]=[CH:6][C:7]=1[F:8].O.[OH-].[Ba+2].[OH-].Cl.